This data is from Serine/threonine kinase 33 screen with 319,792 compounds. The task is: Binary Classification. Given a drug SMILES string, predict its activity (active/inactive) in a high-throughput screening assay against a specified biological target. (1) The compound is O(c1cc2CCCc2cc1)CC(O)CNC(C)C. The result is 0 (inactive). (2) The drug is s1c(N(CCCN(C)C)C(=O)c2c3c(nc(c2)c2sccc2)cccc3)nc2c1cc(cc2)C. The result is 0 (inactive). (3) The molecule is n1(nnc(c2ccc(CCCCC)cc2)c1)Cc1ccc(cc1)C. The result is 0 (inactive).